Task: Predict the reaction yield, written as a fraction of the theoretical maximum amount of product (1.0 means a 100% yield; for example, 0.34 means a 34% yield).. Dataset: Reaction yield outcomes from USPTO patents with 853,638 reactions (1) The reactants are [NH2:1][C:2]1[C:11]2[C:6](=[C:7](I)[C:8]([F:12])=[CH:9][CH:10]=2)[N:5]=[N:4][C:3]=1[C:14]([NH:16][CH:17]1[CH2:19][CH2:18]1)=[O:15].[CH3:20][O:21][C:22]1[C:27](B(O)O)=[CH:26][CH:25]=[CH:24][N:23]=1. No catalyst specified. The product is [NH2:1][C:2]1[C:11]2[C:6](=[C:7]([C:27]3[C:22]([O:21][CH3:20])=[N:23][CH:24]=[CH:25][CH:26]=3)[C:8]([F:12])=[CH:9][CH:10]=2)[N:5]=[N:4][C:3]=1[C:14]([NH:16][CH:17]1[CH2:19][CH2:18]1)=[O:15]. The yield is 0.620. (2) The reactants are [Cl:1][C:2]1[C:7]([CH:8]=[O:9])=[C:6]([Cl:10])[N:5]=[CH:4][N:3]=1.[CH2:11](O)[CH2:12][OH:13].C1(C)C=CC(S(O)(=O)=O)=CC=1. The catalyst is C1C=CC=CC=1. The product is [Cl:1][C:2]1[C:7]([CH:8]2[O:13][CH2:12][CH2:11][O:9]2)=[C:6]([Cl:10])[N:5]=[CH:4][N:3]=1. The yield is 0.825. (3) The reactants are [CH3:1][C:2]1([CH3:29])[CH2:5][CH:4]([CH:6]([NH:18][C:19]2[CH:20]=[N:21][C:22]3[C:27]([CH:28]=2)=[CH:26][CH:25]=[CH:24][CH:23]=3)[C:7]2[CH:17]=[CH:16][C:10]([C:11]([O:13]CC)=[O:12])=[CH:9][CH:8]=2)[CH2:3]1.O1CCCC1.[OH-].[Na+].Cl. The catalyst is C(OCC)(=O)C.O.CO. The product is [CH3:1][C:2]1([CH3:29])[CH2:5][CH:4]([CH:6]([NH:18][C:19]2[CH:20]=[N:21][C:22]3[C:27]([CH:28]=2)=[CH:26][CH:25]=[CH:24][CH:23]=3)[C:7]2[CH:8]=[CH:9][C:10]([C:11]([OH:13])=[O:12])=[CH:16][CH:17]=2)[CH2:3]1. The yield is 0.930. (4) The reactants are [CH3:1][C:2]1[CH:3]=[CH:4][CH:5]=[C:6]2[C:10]=1[NH:9][CH:8]=[CH:7]2.[CH3:11]C1C2C(=CC=CC=2)NC=1. No catalyst specified. The product is [CH3:11][N:9]1[C:10]2[C:6](=[CH:5][CH:4]=[CH:3][C:2]=2[CH3:1])[CH:7]=[CH:8]1. The yield is 0.900. (5) The reactants are [Br:1][C:2]1[CH:12]=[C:11]2[C:5]([CH:6]3[CH2:20][CH:8]([N:9]=[C:10]2[NH:13][CH2:14][CH:15](OC)OC)[CH2:7]3)=[CH:4][CH:3]=1.Cl. The catalyst is O1CCCC1. The product is [Br:1][C:2]1[CH:12]=[C:11]2[C:5](=[CH:4][CH:3]=1)[CH:6]1[CH2:20][CH:8]([CH2:7]1)[N:9]1[C:10]2=[N:13][CH:14]=[CH:15]1. The yield is 0.550. (6) The reactants are [NH:1]1[C:9]2[C:4](=[CH:5][CH:6]=[CH:7][CH:8]=2)[CH:3]=[N:2]1.I[C:11]1[CH:16]=[CH:15][CH:14]=[C:13]([O:17][CH3:18])[CH:12]=1.C([O-])([O-])=O.[K+].[K+].[C@@H]1(N)CCCC[C@H]1N. The catalyst is [Cu]I.C1(C)C=CC=CC=1. The product is [CH3:18][O:17][C:13]1[CH:12]=[C:11]([N:1]2[C:9]3[C:4](=[CH:5][CH:6]=[CH:7][CH:8]=3)[CH:3]=[N:2]2)[CH:16]=[CH:15][CH:14]=1. The yield is 0.980. (7) The reactants are Br[C:2]1[CH:7]=[CH:6][C:5]([C@@H:8]([N:10]2[CH2:15][CH2:14][C@:13]([CH2:22][C:23]([OH:26])([CH3:25])[CH3:24])([C:16]3[CH:21]=[CH:20][CH:19]=[CH:18][CH:17]=3)[O:12][C:11]2=[O:27])[CH3:9])=[CH:4][CH:3]=1.[OH:28][C:29]([CH3:33])([CH3:32])[C:30]#[CH:31]. The catalyst is [Cu]I.Cl[Pd](Cl)([P](C1C=CC=CC=1)(C1C=CC=CC=1)C1C=CC=CC=1)[P](C1C=CC=CC=1)(C1C=CC=CC=1)C1C=CC=CC=1.CCN(CC)CC. The product is [OH:26][C:23]([CH3:25])([CH3:24])[CH2:22][C@@:13]1([C:16]2[CH:21]=[CH:20][CH:19]=[CH:18][CH:17]=2)[O:12][C:11](=[O:27])[N:10]([C@H:8]([C:5]2[CH:6]=[CH:7][C:2]([C:31]#[C:30][C:29]([OH:28])([CH3:33])[CH3:32])=[CH:3][CH:4]=2)[CH3:9])[CH2:15][CH2:14]1. The yield is 0.890.